Dataset: Experimentally validated miRNA-target interactions with 360,000+ pairs, plus equal number of negative samples. Task: Binary Classification. Given a miRNA mature sequence and a target amino acid sequence, predict their likelihood of interaction. (1) The miRNA is mmu-miR-3473b with sequence GGGCUGGAGAGAUGGCUCAG. The protein sequence of the target gene is MTQKTTLVLLALAVITIFALVCVLLAGRSGDGGGLSQPLHCPSVLPSVQPRTHPSQSQPFADLSPEELTAVMSFLTKHLGPGLVDAAQARPSDNCVFSVELQLPAKAAALAHLDRGGPPPVREALAIIFFGGQPKPNVSELVVGPLPHPSYMRDVTVERHGGPLPYYRRPVLDREYQDIEEMIFHRELPQASGLLHHCCFYKHQGQNLLTMTTAPRGLQSGDRATWFGLYYNLSGAGFYPHPIGLELLIDHKALDPALWTIQKVFYQGRYYESLTQLEDQFEAGLVNVVLVPNNGTGGSW.... Result: 1 (interaction). (2) The miRNA is mmu-miR-467a-5p with sequence UAAGUGCCUGCAUGUAUAUGCG. The protein sequence of the target gene is MIPCRAVLTFARCLIRRKIVTLDSLEDSKLCRCLTTVDLIALGVGSTLGAGVYVLAGEVAKADSGPSIVVSFLIAALASVMAGLCYAEFGARVPKTGSAYLYTYVTVGELWAFITGWNLILSYVIGTSSVARAWSGTFDELLNKQIGQFFKTYFKMNYTGLAEYPDFFAVCLVLLLAGLLSFGVKESAWVNKFFTAINILVLLFVMVAGFVKGNVANWKISEEFLKNISASAREPPSENGTSIYGAGGFMPYGFTGTLAGAATCFYAFVGFDCIATTGEEVRNPQKAIPIGIVTSLLVCF.... Result: 0 (no interaction). (3) The miRNA is hsa-miR-6129 with sequence UGAGGGAGUUGGGUGUAUA. The protein sequence of the target gene is MSTSTSCPIPGGRDQLPDCYSTTPGGTLYATTPGGTRIIYDRKFLLECKNSPIARTPPCCLPQIPGVTTPPTAPLSKLEELKEQETEEEIPDDAQFEMDI. Result: 1 (interaction). (4) The miRNA is hsa-miR-1284 with sequence UCUAUACAGACCCUGGCUUUUC. The protein sequence of the target gene is MARPSLCTLVPLGPECLRPFTRESLAAIEQRAVEEEARLQRNKQMEIEEPERKPRSDLEAGKNLPMIYGDPPPEVIGIPLEDLDPYYSNKKTFIVLNKGKAIFRFSATPALYLLSPFSVVRRGAIKVLIHALFSMFIMITILTNCVFMTMSDPPPWSKNVEYTFTGIYTFESLIKILARGFCVDDFTFLRDPWNWLDFSVIMMAYLTEFVDLGNISALRTFRVLRALKTITVIPGLKTIVGALIQSVKKLSDVMILTVFCLSVFALVGLQLFMGNLRQKCVRWPPPFNDTNTTWYSNDTW.... Result: 1 (interaction). (5) The miRNA is hsa-miR-2276-5p with sequence GCCCUCUGUCACCUUGCAGACG. The protein sequence of the target gene is MAKAYDHLFKLLLIGDSGVGKTCLIIRFAEDNFNNTYISTIGIDFKIRTVDIEGKKIKLQVWDTAGQERFKTITTAYYRGAMGIILVYDITDEKSFENIQNWMKSIKENASAGVERLLLGNKCDMEAKRKVQKEQADKLAREHGIRFFETSAKSSMNVDEAFSSLARDILLKSGGRRSGNGNKPPSTDLKTCDKKNTNKCSLG. Result: 1 (interaction). (6) The miRNA is hsa-miR-378b with sequence ACUGGACUUGGAGGCAGAA. The protein sequence of the target gene is MAEPSGSPVHVQLSQQAAPVTAAAATAPAAATSAPAPAPAPAPAASAAPAPAPAAAPAPAPAAQAVGWPICRDAYELQEVIGSGATAVVQAALCKPRQERVAIKRINLEKCQTSMDELLKEIQAMSQCSHPNVVTYYTSFVVKDELWLVMKLLSGGSMLDIIKYIVNRGEHKNGVLEEAIIATILKEVLEGLDYLHRNGQIHRDLKAGNILLGEDGSVQIADFGVSAFLATGGDVTRNKVRKTFVGTPCWMAPEVMEQVRGYDFKADMWSFGITAIELATGAAPYHKYPPMKVLMLTLQN.... Result: 0 (no interaction). (7) Result: 0 (no interaction). The protein sequence of the target gene is MRWLWPLAVSLVVVLTVGLSGVSGAATSSLGGHRAKVQEQQSRPRRGTKDEGPKEVQHYVPEEWAEYPKPIHPAGLQPTKTLEATSPNPDKDGATPGNGQELRVNLTGTPSQRLQIQNPLYPVTESSYSAYAIMLLALVVFAVGIVGNLSVMCIVWHSYYLKSAWNSILASLALWDFLVLFFCLPIVIFNEITKQRLLGDVSCRAVPFMEVSSLGVTTFSLCALGIDRFHVATSTLPKVRPIERCQSILAKLAVIWVGSMMLAVPELLLWQLAQEPAPTAGTVDSCIMKPSADLPESVYS.... The miRNA is hsa-miR-517c-3p with sequence AUCGUGCAUCCUUUUAGAGUGU.